Task: Predict the reactants needed to synthesize the given product.. Dataset: Full USPTO retrosynthesis dataset with 1.9M reactions from patents (1976-2016) (1) Given the product [NH2:28][C:13]1[N:14]([CH3:17])[C:15](=[O:16])[C:11]2([C:4]3[C:5](=[CH:6][CH:7]=[C:2]([Br:1])[CH:3]=3)[O:8][CH:9]([C:20]3[CH:25]=[CH:24][CH:23]=[C:22]([O:26][CH3:27])[CH:21]=3)[CH2:10]2)[N:12]=1, predict the reactants needed to synthesize it. The reactants are: [Br:1][C:2]1[CH:3]=[C:4]2[C:11]3([C:15](=[O:16])[N:14]([CH3:17])[C:13](SC)=[N:12]3)[CH2:10][CH:9]([C:20]3[CH:25]=[CH:24][CH:23]=[C:22]([O:26][CH3:27])[CH:21]=3)[O:8][C:5]2=[CH:6][CH:7]=1.[NH4+:28].[I-].N.CCO. (2) Given the product [Br:1][C:2]1[C:15]2[C:16]3=[C:17]4[C:12](=[CH:13][CH:14]=2)[CH:11]=[CH:10][C:9]([C:26]2[CH:27]=[CH:28][C:23]([C:19]([CH3:22])([CH3:21])[CH3:20])=[CH:24][CH:25]=2)=[C:8]4[CH:7]=[CH:6][C:5]3=[CH:4][CH:3]=1, predict the reactants needed to synthesize it. The reactants are: [Br:1][C:2]1[C:15]2[C:16]3=[C:17]4[C:12](=[CH:13][CH:14]=2)[CH:11]=[CH:10][C:9](Br)=[C:8]4[CH:7]=[CH:6][C:5]3=[CH:4][CH:3]=1.[C:19]([C:23]1[CH:28]=[CH:27][C:26](B(O)O)=[CH:25][CH:24]=1)([CH3:22])([CH3:21])[CH3:20].P([O-])([O-])([O-])=O.[K+].[K+].[K+].CN(C)C=O. (3) Given the product [Cl:11][C:12]1[CH:17]=[CH:16][CH:15]=[CH:14][C:13]=1[C:9]1[CH:2]=[C:3]([CH:6]=[CH:7][C:8]=1[F:10])[CH:4]=[O:5], predict the reactants needed to synthesize it. The reactants are: Br[C:2]1[CH:9]=[C:8]([F:10])[CH:7]=[CH:6][C:3]=1[CH:4]=[O:5].[Cl:11][C:12]1[CH:17]=[CH:16][CH:15]=[CH:14][C:13]=1B(O)O.C(=O)([O-])[O-].[Na+].[Na+].C(Cl)Cl.